Dataset: Full USPTO retrosynthesis dataset with 1.9M reactions from patents (1976-2016). Task: Predict the reactants needed to synthesize the given product. (1) Given the product [Cl:1][C:2]1[CH:3]=[C:4]([N+:12]([O-:14])=[O:13])[CH:5]=[C:6]2[C:10]=1[NH:9][C:8](=[O:11])[CH2:7]2, predict the reactants needed to synthesize it. The reactants are: [Cl:1][C:2]1[CH:3]=[CH:4][CH:5]=[C:6]2[C:10]=1[NH:9][C:8](=[O:11])[CH2:7]2.[N+:12]([O-])([OH:14])=[O:13]. (2) Given the product [C:21]([O:20][C:18](=[O:19])[N:38]([CH2:39][C@@H:40]([OH:55])[C@@H:41]([NH:51][C:52](=[O:54])[CH3:53])[CH2:42][C:43]1[CH:44]=[C:45]([F:50])[CH:46]=[C:47]([F:49])[CH:48]=1)[C@@H:31]1[C:32]2[C:27](=[C:26]([Br:25])[CH:35]=[C:34]([CH2:36][CH3:37])[CH:33]=2)[CH2:28][CH2:29][CH2:30]1)([CH3:22])([CH3:23])[CH3:24], predict the reactants needed to synthesize it. The reactants are: CCN(C(C)C)C(C)C.[C:18](O[C:18]([O:20][C:21]([CH3:24])([CH3:23])[CH3:22])=[O:19])([O:20][C:21]([CH3:24])([CH3:23])[CH3:22])=[O:19].[Br:25][C:26]1[CH:35]=[C:34]([CH2:36][CH3:37])[CH:33]=[C:32]2[C:27]=1[CH2:28][CH2:29][CH2:30][C@@H:31]2[NH:38][CH2:39][C@@H:40]([OH:55])[C@@H:41]([NH:51][C:52](=[O:54])[CH3:53])[CH2:42][C:43]1[CH:48]=[C:47]([F:49])[CH:46]=[C:45]([F:50])[CH:44]=1. (3) Given the product [Cl:1][C:2]1[CH:3]=[C:4]([N:9]([CH2:19][C:20]2[C:29]3[C:24](=[C:25]([F:31])[C:26]([F:30])=[CH:27][CH:28]=3)[NH:23][C:22](=[O:32])[CH:21]=2)[C:10]([C:12]2[CH:13]=[N:14][O:15][C:16]=2[CH2:17][N:34]([CH3:35])[CH3:33])=[O:11])[CH:5]=[CH:6][C:7]=1[F:8], predict the reactants needed to synthesize it. The reactants are: [Cl:1][C:2]1[CH:3]=[C:4]([N:9]([CH2:19][C:20]2[C:29]3[C:24](=[C:25]([F:31])[C:26]([F:30])=[CH:27][CH:28]=3)[NH:23][C:22](=[O:32])[CH:21]=2)[C:10]([C:12]2[CH:13]=[N:14][O:15][C:16]=2[CH2:17]Cl)=[O:11])[CH:5]=[CH:6][C:7]=1[F:8].[CH3:33][NH:34][CH3:35].P([O-])([O-])([O-])=O.C(Cl)Cl. (4) Given the product [N:1]([C:4]1[CH:5]=[CH:6][C:7]([CH3:30])=[C:8]([C:10]([C:12]2[CH:17]=[CH:16][C:15]([NH:18][C:19]3[CH:24]=[CH:23][CH:22]=[C:21]([O:39][CH3:38])[CH:20]=3)=[CH:14][C:13]=2[Cl:29])=[O:11])[CH:9]=1)=[N+:2]=[N-:3], predict the reactants needed to synthesize it. The reactants are: [N:1]([C:4]1[CH:5]=[CH:6][C:7]([CH3:30])=[C:8]([C:10]([C:12]2[CH:17]=[CH:16][C:15]([NH:18][C:19]3[CH:24]=[CH:23][C:22](C(F)(F)F)=[CH:21][CH:20]=3)=[CH:14][C:13]=2[Cl:29])=[O:11])[CH:9]=1)=[N+:2]=[N-:3].NC1C=CC(C)=C([C:38](C2C=CC(NC3C=CC=C(OC)C=3)=CC=2Cl)=[O:39])C=1. (5) Given the product [C:49]([O:48][C:47]([NH:46][C@H:17]([C:18](=[O:45])[NH:19][C@@H:20]([C:32](=[O:44])[NH:33][C:34]1[CH:35]=[N:36][C:37]2[C:42]([CH:43]=1)=[CH:41][CH:40]=[CH:39][CH:38]=2)[CH2:21][C:22]1[CH:23]=[CH:24][C:25]([C:28]([F:30])([F:29])[F:31])=[CH:26][CH:27]=1)[CH2:16][CH2:15][CH2:14][NH:13][C:1]([N:64]([CH2:65][CH2:66][NH:67][C:68]([O:69][C:70]([CH3:73])([CH3:72])[CH3:71])=[O:74])[CH2:63][CH2:62][NH:61][C:59](=[O:60])[O:58][C:54]([CH3:57])([CH3:56])[CH3:55])=[O:2])=[O:53])([CH3:50])([CH3:52])[CH3:51], predict the reactants needed to synthesize it. The reactants are: [C:1](N1C=CN=C1)(N1C=CN=C1)=[O:2].[NH2:13][CH2:14][CH2:15][CH2:16][C@H:17]([NH:46][C:47](=[O:53])[O:48][C:49]([CH3:52])([CH3:51])[CH3:50])[C:18](=[O:45])[NH:19][C@@H:20]([C:32](=[O:44])[NH:33][C:34]1[CH:35]=[N:36][C:37]2[C:42]([CH:43]=1)=[CH:41][CH:40]=[CH:39][CH:38]=2)[CH2:21][C:22]1[CH:27]=[CH:26][C:25]([C:28]([F:31])([F:30])[F:29])=[CH:24][CH:23]=1.[C:54]([O:58][C:59]([NH:61][CH2:62][CH2:63][NH:64][CH2:65][CH2:66][NH:67][C:68](=[O:74])[O:69][C:70]([CH3:73])([CH3:72])[CH3:71])=[O:60])([CH3:57])([CH3:56])[CH3:55].